From a dataset of Catalyst prediction with 721,799 reactions and 888 catalyst types from USPTO. Predict which catalyst facilitates the given reaction. (1) Reactant: CCN=C=NCCCN(C)C.[CH3:12][C:13]1[CH:18]=[CH:17][C:16]([C:19]2[CH:24]=[C:23]([N+:25]([O-:27])=[O:26])[CH:22]=[C:21]([C:28]([OH:30])=O)[CH:20]=2)=[CH:15][CH:14]=1.C1C=[CH:33][C:34]2[N:39](O)N=N[C:35]=2C=1.CN1[C:46](=[O:47])CCC1. Product: [CH3:46][O:47][CH2:33][CH:34]([NH:39][C:28]([C:21]1[CH:20]=[C:19]([C:16]2[CH:15]=[CH:14][C:13]([CH3:12])=[CH:18][CH:17]=2)[CH:24]=[C:23]([N+:25]([O-:27])=[O:26])[CH:22]=1)=[O:30])[CH3:35]. The catalyst class is: 59. (2) Reactant: Br[C:2]1[CH:15]=[CH:14][CH:13]=[C:12]([O:16][CH3:17])[C:3]=1[CH2:4][CH:5]1[CH2:9][O:8][C:7]([CH3:11])([CH3:10])[O:6]1.[C:18]1([CH3:27])[CH:23]=[CH:22][CH:21]=[CH:20][C:19]=1B(O)O.P([O-])([O-])([O-])=O.[K+].[K+].[K+].O. Product: [CH3:10][C:7]1([CH3:11])[O:6][CH:5]([CH2:4][C:3]2[C:12]([O:16][CH3:17])=[CH:13][CH:14]=[CH:15][C:2]=2[CH2:27][C:18]2[CH:23]=[CH:22][CH:21]=[CH:20][CH:19]=2)[CH2:9][O:8]1. The catalyst class is: 155. (3) Reactant: O.[OH-].[Li+].[NH:4]1[CH:8]=[C:7]([CH2:9][NH:10][C:11](=[O:27])[NH:12][C@@H:13]([CH2:18][C:19]2[CH:24]=[CH:23][C:22]([O:25][CH3:26])=[CH:21][CH:20]=2)[C:14]([O:16]C)=[O:15])[N:6]=[CH:5]1.C(O)(=O)C. Product: [NH:4]1[CH:8]=[C:7]([CH2:9][NH:10][C:11](=[O:27])[NH:12][CH:13]([CH2:18][C:19]2[CH:20]=[CH:21][C:22]([O:25][CH3:26])=[CH:23][CH:24]=2)[C:14]([OH:16])=[O:15])[N:6]=[CH:5]1. The catalyst class is: 30. (4) Reactant: [CH3:1][C:2]1[CH:7]=[C:6]([O:8][CH2:9][CH2:10][CH3:11])[CH:5]=[CH:4][C:3]=1[N+:12]([O-:14])=[O:13].Br[CH2:16]CCC.C(Cl)Cl. Product: [CH2:9]([O:8][C:6]1[CH:5]=[CH:4][C:3]([N+:12]([O-:14])=[O:13])=[C:2]([CH3:1])[CH:7]=1)[CH2:10][CH2:11][CH3:16]. The catalyst class is: 6. (5) Reactant: Br[C:2]1[CH:7]=[C:6]([CH3:8])[CH:5]=[C:4]([CH3:9])[C:3]=1[OH:10].[O:11]1[CH:15]=[CH:14][CH:13]=[C:12]1B(O)O.C(=O)([O-])[O-].[Na+].[Na+]. Product: [O:11]1[CH:15]=[CH:14][CH:13]=[C:12]1[C:2]1[CH:7]=[C:6]([CH3:8])[CH:5]=[C:4]([CH3:9])[C:3]=1[OH:10]. The catalyst class is: 762. (6) Reactant: Br[C:2]1[CH:3]=[C:4]([F:9])[CH:5]=[C:6](Br)[CH:7]=1.[Cu][C:11]#[N:12].[CH3:13][N:14](C=O)C. Product: [F:9][C:4]1[CH:3]=[C:2]([C:11]#[N:12])[CH:7]=[C:6]([CH:5]=1)[C:13]#[N:14]. The catalyst class is: 27. (7) Reactant: O.[CH3:2][C@@H:3]([NH:14][CH2:15][CH2:16][CH2:17][C:18]1[CH:19]=[CH:20][CH:21]=[C:22]([C:24]([F:27])([F:26])[F:25])[CH:23]=1)[C:4]1[CH:5]=[CH:6][CH:7]=[C:8]2[CH:13]=[CH:12][CH:11]=[CH:10][C:9]=12.C([O-])(=O)C([O-])=O.[OH-].[Na+]. Product: [CH3:2][C@@H:3]([NH:14][CH2:15][CH2:16][CH2:17][C:18]1[CH:19]=[CH:20][CH:21]=[C:22]([C:24]([F:25])([F:26])[F:27])[CH:23]=1)[C:4]1[CH:5]=[CH:6][CH:7]=[C:8]2[CH:13]=[CH:12][CH:11]=[CH:10][C:9]=12. The catalyst class is: 13. (8) Reactant: [CH2:1]([O:3][C:4](=[O:20])[CH2:5][C@@H:6]([N:10]1[C:14]2[CH:15]=[CH:16][CH:17]=[CH:18][C:13]=2[NH:12][C:11]1=[O:19])[CH2:7][CH2:8][CH3:9])[CH3:2].[I-].[CH3:22][N:23]1[C:31]2[C:26](=[C:27]([CH3:32])[CH:28]=[CH:29][CH:30]=2)[C:25]([CH2:33]CN(C)C)=[CH:24]1.C([O-])([O-])=O.[K+].[K+].O. Product: [CH2:1]([O:3][C:4](=[O:20])[CH2:5][C@@H:6]([N:10]1[C:14]2[CH:15]=[CH:16][CH:17]=[CH:18][C:13]=2[N:12]([CH2:33][C:25]2[C:26]3[C:31](=[CH:30][CH:29]=[CH:28][C:27]=3[CH3:32])[N:23]([CH3:22])[CH:24]=2)[C:11]1=[O:19])[CH2:7][CH2:8][CH3:9])[CH3:2]. The catalyst class is: 3. (9) Reactant: [C:1]([OH:4])(=[O:3])C.[CH:5]([C:8]1[S:9][CH:10]=[C:11]([C:13]([N:15]2[CH2:20][C:19]3([CH2:25][CH2:24][N:23]([CH2:26][CH2:27][CH2:28][CH2:29][CH2:30][CH2:31][CH2:32][C:33]([CH3:37])([CH3:36])[CH:34]=O)[CH2:22][CH2:21]3)[O:18][CH2:17][CH2:16]2)=[O:14])[N:12]=1)([CH3:7])[CH3:6].C(O)(=O)C.[NH2:42][CH2:43][C@@H:44]([C:46]1[C:54]2[S:53][C:52](=[O:55])[NH:51][C:50]=2[C:49]([OH:56])=[CH:48][CH:47]=1)[OH:45].C(O[BH-](OC(=O)C)OC(=O)C)(=O)C.[Na+]. Product: [CH:1]([OH:4])=[O:3].[OH:56][C:49]1[C:50]2[NH:51][C:52](=[O:55])[S:53][C:54]=2[C:46]([C@@H:44]([OH:45])[CH2:43][NH:42][CH2:37][C:33]([CH3:34])([CH3:36])[CH2:32][CH2:31][CH2:30][CH2:29][CH2:28][CH2:27][CH2:26][N:23]2[CH2:22][CH2:21][C:19]3([O:18][CH2:17][CH2:16][N:15]([C:13]([C:11]4[N:12]=[C:8]([CH:5]([CH3:7])[CH3:6])[S:9][CH:10]=4)=[O:14])[CH2:20]3)[CH2:25][CH2:24]2)=[CH:47][CH:48]=1. The catalyst class is: 5. (10) Product: [CH3:26][C:7]1[CH:2]=[CH:3][C:4]([N+:9]([O-:11])=[O:10])=[C:5]([NH:12][CH2:13][C@@H:14]2[CH2:18][CH2:17][N:16]([C:19]([O:21][C:22]([CH3:25])([CH3:24])[CH3:23])=[O:20])[CH2:15]2)[CH:6]=1. The catalyst class is: 58. Reactant: F[C:2]1[CH:7]=[CH:6][C:5](C)=[C:4]([N+:9]([O-:11])=[O:10])[CH:3]=1.[NH2:12][CH2:13][C@@H:14]1[CH2:18][CH2:17][N:16]([C:19]([O:21][C:22]([CH3:25])([CH3:24])[CH3:23])=[O:20])[CH2:15]1.[CH3:26]CN(C(C)C)C(C)C.